From a dataset of Catalyst prediction with 721,799 reactions and 888 catalyst types from USPTO. Predict which catalyst facilitates the given reaction. (1) Reactant: [F:1][C:2]([F:16])([F:15])[C:3]1[C:4]([N:9]2[CH2:14][CH2:13][NH:12][CH2:11][CH2:10]2)=[N:5][CH:6]=[CH:7][CH:8]=1.[CH:17]1([CH2:22][C:23](O)=[O:24])[CH2:21][CH2:20][CH2:19][CH2:18]1.F[P-](F)(F)(F)(F)F.N1(O[P+](N(C)C)(N(C)C)N(C)C)C2C=CC=CC=2N=N1. Product: [CH:17]1([CH2:22][C:23]([N:12]2[CH2:11][CH2:10][N:9]([C:4]3[C:3]([C:2]([F:1])([F:15])[F:16])=[CH:8][CH:7]=[CH:6][N:5]=3)[CH2:14][CH2:13]2)=[O:24])[CH2:21][CH2:20][CH2:19][CH2:18]1. The catalyst class is: 9. (2) Reactant: [CH3:1][C:2]1[CH:7]=[CH:6][C:5]([CH3:8])=[CH:4][C:3]=1[OH:9].C(N(CC)CC)C.[Cl-].[Mg+2].[Cl-].[CH2:20]=[O:21]. Product: [CH3:1][C:2]1[C:3]([OH:9])=[C:4]([C:5]([CH3:8])=[CH:6][CH:7]=1)[CH:20]=[O:21]. The catalyst class is: 10. (3) Product: [Cl:14][C:6]1[CH:7]=[C:8]([C:10]([F:13])([F:12])[F:11])[CH:9]=[C:4]([Cl:3])[C:5]=1[N:15]1[C:19]([N:20]([CH3:21])[CH2:22][CH2:23][O:24][C:40](=[O:41])[C:39]2[CH:43]=[CH:44][C:36]([C:35]([F:34])([F:45])[F:46])=[CH:37][CH:38]=2)=[C:18]([S:25]([C:28]([F:31])([F:29])[F:30])(=[O:26])=[O:27])[C:17]([C:32]#[N:33])=[N:16]1. Reactant: [H-].[Na+].[Cl:3][C:4]1[CH:9]=[C:8]([C:10]([F:13])([F:12])[F:11])[CH:7]=[C:6]([Cl:14])[C:5]=1[N:15]1[C:19]([N:20]([CH2:22][CH2:23][OH:24])[CH3:21])=[C:18]([S:25]([C:28]([F:31])([F:30])[F:29])(=[O:27])=[O:26])[C:17]([C:32]#[N:33])=[N:16]1.[F:34][C:35]([F:46])([F:45])[C:36]1[CH:44]=[CH:43][C:39]([C:40](Cl)=[O:41])=[CH:38][CH:37]=1.[Cl-].[NH4+]. The catalyst class is: 54. (4) Reactant: [CH2:1]([N:4]1[CH2:8][CH:7]([CH2:9]O)[C:6]([NH:17][C:18]([NH:20][C:21](=[O:28])[C:22]2[CH:27]=[CH:26][CH:25]=[CH:24][CH:23]=2)=[S:19])([C:11]2[S:12][C:13]([F:16])=[CH:14][CH:15]=2)[CH2:5]1)[CH:2]=[CH2:3].ClC(N(C)C)=C(C)C. Product: [CH2:1]([N:4]1[CH2:8][CH:7]2[C:6]([C:11]3[S:12][C:13]([F:16])=[CH:14][CH:15]=3)([N:17]=[C:18]([NH:20][C:21](=[O:28])[C:22]3[CH:27]=[CH:26][CH:25]=[CH:24][CH:23]=3)[S:19][CH2:9]2)[CH2:5]1)[CH:2]=[CH2:3]. The catalyst class is: 4. (5) Reactant: Cl[CH2:2][CH2:3][C:4]1[NH:5][C:6]([C:10]2[CH:11]=[C:12]([CH:29]=[CH:30][C:31]=2[CH3:32])[C:13]([N:15]2[CH2:20][CH2:19][CH:18]([C:21]3[CH:28]=[CH:27][C:24]([C:25]#[N:26])=[CH:23][CH:22]=3)[CH2:17][CH2:16]2)=[O:14])=[C:7]([CH3:9])[N:8]=1.[CH3:33][NH:34][CH3:35]. Product: [CH3:33][N:34]([CH3:35])[CH2:2][CH2:3][C:4]1[NH:5][C:6]([C:10]2[CH:11]=[C:12]([CH:29]=[CH:30][C:31]=2[CH3:32])[C:13]([N:15]2[CH2:20][CH2:19][CH:18]([C:21]3[CH:28]=[CH:27][C:24]([C:25]#[N:26])=[CH:23][CH:22]=3)[CH2:17][CH2:16]2)=[O:14])=[C:7]([CH3:9])[N:8]=1. The catalyst class is: 14. (6) Reactant: [Cl:1][C:2]1[CH:11]=[CH:10][N:9]=[C:8]2[C:3]=1[CH2:4][CH2:5][CH2:6][NH:7]2.[Br:12]N1C(=O)CCC1=O. Product: [Br:12][C:11]1[C:2]([Cl:1])=[C:3]2[C:8](=[N:9][CH:10]=1)[NH:7][CH2:6][CH2:5][CH2:4]2. The catalyst class is: 2. (7) Reactant: C([O:5][CH:6]([O:10][C:11]([CH3:14])([CH3:13])[CH3:12])N(C)C)(C)(C)C.[F:15][C:16]1[CH:24]=[C:23]([O:25][CH3:26])[CH:22]=[C:21]([F:27])[C:17]=1C(O)=O.C(OCC)(=O)C. The catalyst class is: 11. Product: [C:11]([O:10][C:6](=[O:5])[C:17]1[C:16]([F:15])=[CH:24][C:23]([O:25][CH3:26])=[CH:22][C:21]=1[F:27])([CH3:12])([CH3:13])[CH3:14]. (8) Reactant: [C:1]([O:5][CH2:6][CH3:7])(=[O:4])[CH2:2][OH:3].C(N(C(C)C)CC)(C)C.Cl[C:18]([O:20][C:21]1[CH:26]=[CH:25][CH:24]=[CH:23][CH:22]=1)=[O:19]. Product: [C:21]1([O:20][C:18]([O:3][CH2:2][C:1]([O:5][CH2:6][CH3:7])=[O:4])=[O:19])[CH:26]=[CH:25][CH:24]=[CH:23][CH:22]=1. The catalyst class is: 11. (9) Reactant: [F:1][C:2]1[CH:7]=[CH:6][CH:5]=[CH:4][C:3]=1[C:8]1[N:9]=[N:10][N:11]2[C:20]3[C:15](=[CH:16][CH:17]=[CH:18][CH:19]=3)[C:14](OS(C3C=CC(C)=CC=3)(=O)=O)=[N:13][C:12]=12.C(N(CC)CC)C.[CH:39]1([CH2:42][N:43]2[CH2:48][CH2:47][NH:46][CH2:45][C:44]2=[O:49])[CH2:41][CH2:40]1.Cl. Product: [CH:39]1([CH2:42][N:43]2[CH2:48][CH2:47][N:46]([C:14]3[C:15]4[C:20](=[CH:19][CH:18]=[CH:17][CH:16]=4)[N:11]4[N:10]=[N:9][C:8]([C:3]5[CH:4]=[CH:5][CH:6]=[CH:7][C:2]=5[F:1])=[C:12]4[N:13]=3)[CH2:45][C:44]2=[O:49])[CH2:40][CH2:41]1. The catalyst class is: 35. (10) Reactant: [Cl:1][C:2]1[CH:3]=[C:4]2[C:8](=[CH:9][CH:10]=1)[N:7]([S:11]([C:14]1[CH:19]=[CH:18][C:17]([O:20][CH3:21])=[CH:16][C:15]=1[O:22][C:23]([F:26])([F:25])[F:24])(=[O:13])=[O:12])[C:6](=[O:27])[C:5]2([N:39]1[CH2:48][C@H:47]([OH:49])[CH2:46][C@H:40]1[C:41]([N:43]([CH3:45])[CH3:44])=[O:42])[C:28]1[CH:33]=[C:32]([CH2:34][CH:35]=O)[CH:31]=[CH:30][C:29]=1[O:37][CH3:38].[CH3:50][NH:51][CH3:52]. Product: [Cl:1][C:2]1[CH:3]=[C:4]2[C:8](=[CH:9][CH:10]=1)[N:7]([S:11]([C:14]1[CH:19]=[CH:18][C:17]([O:20][CH3:21])=[CH:16][C:15]=1[O:22][C:23]([F:24])([F:25])[F:26])(=[O:12])=[O:13])[C:6](=[O:27])[C:5]2([N:39]1[CH2:48][C@H:47]([OH:49])[CH2:46][C@H:40]1[C:41]([N:43]([CH3:45])[CH3:44])=[O:42])[C:28]1[CH:33]=[C:32]([CH2:34][CH2:35][N:51]([CH3:52])[CH3:50])[CH:31]=[CH:30][C:29]=1[O:37][CH3:38]. The catalyst class is: 1.